This data is from Merck oncology drug combination screen with 23,052 pairs across 39 cell lines. The task is: Regression. Given two drug SMILES strings and cell line genomic features, predict the synergy score measuring deviation from expected non-interaction effect. Drug 1: O=S1(=O)NC2(CN1CC(F)(F)F)C1CCC2Cc2cc(C=CCN3CCC(C(F)(F)F)CC3)ccc2C1. Drug 2: N#Cc1ccc(Cn2cncc2CN2CCN(c3cccc(Cl)c3)C(=O)C2)cc1. Cell line: NCIH1650. Synergy scores: synergy=-0.708.